This data is from Forward reaction prediction with 1.9M reactions from USPTO patents (1976-2016). The task is: Predict the product of the given reaction. (1) Given the reactants [C:1]1([CH2:7][CH2:8][CH2:9][CH:10]([NH:20][C:21]([C@H:23]2[CH2:28][CH2:27][C@H:26]([CH2:29][NH:30]C(OC(C)(C)C)=O)[CH2:25][CH2:24]2)=[O:22])[CH2:11][CH2:12][CH2:13][C:14]2[CH:19]=[CH:18][CH:17]=[CH:16][CH:15]=2)[CH:6]=[CH:5][CH:4]=[CH:3][CH:2]=1.FC(F)(F)C(O)=O, predict the reaction product. The product is: [C:1]1([CH2:7][CH2:8][CH2:9][CH:10]([NH:20][C:21]([C@H:23]2[CH2:28][CH2:27][C@H:26]([CH2:29][NH2:30])[CH2:25][CH2:24]2)=[O:22])[CH2:11][CH2:12][CH2:13][C:14]2[CH:15]=[CH:16][CH:17]=[CH:18][CH:19]=2)[CH:2]=[CH:3][CH:4]=[CH:5][CH:6]=1. (2) Given the reactants [Cl:1][C:2]1[CH:13]=[CH:12][C:5]2[S:6][C:7]([CH:10]=O)=[C:8]([CH3:9])[C:4]=2[CH:3]=1.[CH3:14][NH2:15].[BH4-].[Na+], predict the reaction product. The product is: [Cl:1][C:2]1[CH:13]=[CH:12][C:5]2[S:6][C:7]([CH2:10][NH:15][CH3:14])=[C:8]([CH3:9])[C:4]=2[CH:3]=1. (3) Given the reactants Cl[C:2]1[CH:7]=[CH:6][CH:5]=[CH:4][C:3]=1[N+:8]([O-])=O.[CH3:11][N:12]([CH3:20])[C:13]1[CH:14]=[C:15]([OH:19])[CH:16]=[CH:17][CH:18]=1.[OH-].[K+].[NH:23]1[CH2:28][CH2:27]N[CH2:25][CH2:24]1.C(OC(OC(C)(C)C)=O)(OC(C)(C)C)=O.C(=O)([O-])[O-].[K+].[K+].FC(F)(F)C(O)=O, predict the reaction product. The product is: [CH3:11][N:12]([CH3:20])[C:13]1[CH:14]=[C:15]([CH:16]=[CH:17][CH:18]=1)[O:19][C:2]1[CH:7]=[CH:6][CH:5]=[CH:4][C:3]=1[N:8]1[CH2:27][CH2:28][NH:23][CH2:24][CH2:25]1. (4) Given the reactants [C:1]([C:5]1[O:9][N:8]=[C:7]([NH:10][C:11](=[O:42])[NH:12][C:13]2[CH:18]=[CH:17][C:16]([NH:19][C:20]([C:22]3[CH:27]=[C:26]([O:28][CH:29]4[CH2:34][CH2:33][N:32](C(OC(C)(C)C)=O)[CH2:31][CH2:30]4)[CH:25]=[CH:24][N:23]=3)=[O:21])=[CH:15][CH:14]=2)[CH:6]=1)([CH3:4])([CH3:3])[CH3:2].[ClH:43].O1CCOCC1, predict the reaction product. The product is: [ClH:43].[C:1]([C:5]1[O:9][N:8]=[C:7]([NH:10][C:11](=[O:42])[NH:12][C:13]2[CH:18]=[CH:17][C:16]([NH:19][C:20](=[O:21])[C:22]3[CH:27]=[C:26]([O:28][CH:29]4[CH2:30][CH2:31][NH:32][CH2:33][CH2:34]4)[CH:25]=[CH:24][N:23]=3)=[CH:15][CH:14]=2)[CH:6]=1)([CH3:4])([CH3:2])[CH3:3]. (5) Given the reactants [CH3:1][O:2][C:3]1[CH:12]=[CH:11][C:6]2[C:7](=O)[NH:8][S:9][C:5]=2[CH:4]=1.CN(C)C=O.S(Cl)([Cl:20])=O, predict the reaction product. The product is: [Cl:20][C:7]1[C:6]2[CH:11]=[CH:12][C:3]([O:2][CH3:1])=[CH:4][C:5]=2[S:9][N:8]=1. (6) Given the reactants C([O:3][C:4]([C:6]1[N:10]([CH2:11][C:12]2[CH:17]=[CH:16][CH:15]=[CH:14][C:13]=2Br)[C:9]2[CH:19]=[C:20](Br)[S:21][C:8]=2[CH:7]=1)=[O:5])C.[C:23]1([C:29]#[C:30][Sn](C)(C)C)[CH:28]=[CH:27][CH:26]=[CH:25][CH:24]=1, predict the reaction product. The product is: [C:23]1([C:29]#[C:30][C:20]2[S:21][C:8]3[CH:7]=[C:6]([C:4]([OH:3])=[O:5])[N:10]([CH:11]([C:30]#[C:29][C:23]4[CH:28]=[CH:27][CH:26]=[CH:25][CH:24]=4)[C:12]4[CH:17]=[CH:16][CH:15]=[CH:14][CH:13]=4)[C:9]=3[CH:19]=2)[CH:28]=[CH:27][CH:26]=[CH:25][CH:24]=1. (7) Given the reactants [CH2:1]([O:5][C:6]1[C:11]([F:12])=[C:10](Cl)[N:9]=[CH:8][N:7]=1)[C:2]#[C:3][CH3:4].[CH3:14][CH:15]1[CH2:20][CH2:19][CH2:18][NH:17][CH2:16]1, predict the reaction product. The product is: [CH2:1]([O:5][C:6]1[C:11]([F:12])=[C:10]([N:17]2[CH2:18][CH2:19][CH2:20][CH:15]([CH3:14])[CH2:16]2)[N:9]=[CH:8][N:7]=1)[C:2]#[C:3][CH3:4]. (8) Given the reactants P(Cl)(Cl)(Cl)=O.[CH2:6]([O:8][C:9]([C:11]1[NH:12][CH:13]=[C:14]([CH3:16])[CH:15]=1)=[O:10])[CH3:7].[OH-].[Na+].CN(C)[CH:21]=[O:22], predict the reaction product. The product is: [CH2:6]([O:8][C:9]([C:11]1[NH:12][C:13]([CH:21]=[O:22])=[C:14]([CH3:16])[CH:15]=1)=[O:10])[CH3:7]. (9) Given the reactants [CH3:1][O:2][C:3]([C:5]1[CH:14]=[C:13]2[C:8]([C@@H:9]([NH2:15])[CH2:10][CH2:11][S:12]2)=[CH:7][CH:6]=1)=[O:4].[CH2:16]([O:23][C:24](Cl)=[O:25])[C:17]1[CH:22]=[CH:21][CH:20]=[CH:19][CH:18]=1, predict the reaction product. The product is: [CH3:1][O:2][C:3]([C:5]1[CH:14]=[C:13]2[C:8]([C@@H:9]([NH:15][C:24]([O:23][CH2:16][C:17]3[CH:22]=[CH:21][CH:20]=[CH:19][CH:18]=3)=[O:25])[CH2:10][CH2:11][S:12]2)=[CH:7][CH:6]=1)=[O:4]. (10) Given the reactants [C:1]([O:5][C:6]([NH:8][C@H:9]([CH:13]([CH3:15])[CH3:14])[C:10]([OH:12])=O)=[O:7])([CH3:4])([CH3:3])[CH3:2].CN(C(ON1N=NC2[CH:27]=[CH:28][CH:29]=[N:30][C:25]1=2)=[N+](C)C)C.F[P-](F)(F)(F)(F)F.N1CCCC1.CCN(CC)CC, predict the reaction product. The product is: [CH3:14][CH:13]([CH3:15])[C@@H:9]([NH:8][C:6](=[O:7])[O:5][C:1]([CH3:2])([CH3:3])[CH3:4])[C:10](=[O:12])[N:30]1[CH2:29][CH2:28][CH2:27][CH2:25]1.